This data is from Forward reaction prediction with 1.9M reactions from USPTO patents (1976-2016). The task is: Predict the product of the given reaction. (1) Given the reactants [CH2:1]=[O:2].[NH:3]1[C:7]2[CH:8]=[CH:9][CH:10]=[CH:11][C:6]=2[N:5]=[CH:4]1, predict the reaction product. The product is: [N:3]1([CH2:1][OH:2])[C:7]2[CH:8]=[CH:9][CH:10]=[CH:11][C:6]=2[N:5]=[CH:4]1. (2) Given the reactants [Cl:1][C:2]1[CH:14]=[CH:13][C:5]([C:6]([N:8]([CH2:11][CH3:12])[CH2:9][CH3:10])=[O:7])=[CH:4][N:3]=1.[Cl:15][C:16]1[CH:22]=[CH:21][C:19]([NH2:20])=[CH:18][CH:17]=1.C(O)(=O)C, predict the reaction product. The product is: [ClH:1].[Cl:15][C:16]1[CH:22]=[CH:21][C:19]([NH:20][C:2]2[CH:14]=[CH:13][C:5]([C:6]([N:8]([CH2:11][CH3:12])[CH2:9][CH3:10])=[O:7])=[CH:4][N:3]=2)=[CH:18][CH:17]=1.